Dataset: Reaction yield outcomes from USPTO patents with 853,638 reactions. Task: Predict the reaction yield, written as a fraction of the theoretical maximum amount of product (1.0 means a 100% yield; for example, 0.34 means a 34% yield). (1) The reactants are C([N:8]1[CH2:12][CH2:11][C:10]([C:14]2[CH:19]=[CH:18][C:17]([NH:20][C:21](=[O:29])[C:22]3[CH:27]=[CH:26][C:25](Cl)=[CH:24][CH:23]=3)=[CH:16][CH:15]=2)([CH3:13])[CH2:9]1)C1C=CC=CC=1.C([O-])=O.[NH4+]. The catalyst is CO.[Pd]. The product is [CH3:13][C:10]1([C:14]2[CH:15]=[CH:16][C:17]([NH:20][C:21](=[O:29])[C:22]3[CH:27]=[CH:26][CH:25]=[CH:24][CH:23]=3)=[CH:18][CH:19]=2)[CH2:11][CH2:12][NH:8][CH2:9]1. The yield is 0.480. (2) The reactants are C[O:2][C:3]([C:5]1([C:8]2[CH:9]=[CH:10][C:11]3[O:15][CH:14]=[N:13][C:12]=3[CH:16]=2)[CH2:7][CH2:6]1)=[O:4].[Al+3].[Cl-].[Cl-].[Cl-].O. The product is [O:15]1[C:11]2[CH:10]=[CH:9][C:8]([C:5]3([C:3]([OH:4])=[O:2])[CH2:7][CH2:6]3)=[CH:16][C:12]=2[N:13]=[CH:14]1. The yield is 0.110. The catalyst is CCS. (3) The product is [Br-:37].[OH:10][C:9]([C:19]1[CH:20]=[CH:21][C:22]([O:25][CH3:26])=[CH:23][CH:24]=1)([C:11]1[CH:16]=[CH:15][C:14]([O:17][CH3:18])=[CH:13][CH:12]=1)[C:4]12[CH2:5][CH2:6][N+:1]([CH2:36][CH2:35][O:34][CH2:33][C:27]3[CH:32]=[CH:31][CH:30]=[CH:29][CH:28]=3)([CH2:2][CH2:3]1)[CH2:8][CH2:7]2. The yield is 0.467. The reactants are [N:1]12[CH2:8][CH2:7][C:4]([C:9]([C:19]3[CH:24]=[CH:23][C:22]([O:25][CH3:26])=[CH:21][CH:20]=3)([C:11]3[CH:16]=[CH:15][C:14]([O:17][CH3:18])=[CH:13][CH:12]=3)[OH:10])([CH2:5][CH2:6]1)[CH2:3][CH2:2]2.[C:27]1([CH2:33][O:34][CH2:35][CH2:36][Br:37])[CH:32]=[CH:31][CH:30]=[CH:29][CH:28]=1. The catalyst is CC#N. (4) The reactants are [C:1]1([C:7]23[CH2:14][CH2:13][C:10]([C:15](OCC)=[O:16])([CH2:11][CH2:12]2)[CH2:9][CH2:8]3)[CH:6]=[CH:5][CH:4]=[CH:3][CH:2]=1.Cl.[CH3:21][NH:22][O:23][CH3:24].C([Mg]Cl)(C)C. The catalyst is C1COCC1. The product is [CH3:24][O:23][N:22]([CH3:21])[C:15]([C:10]12[CH2:11][CH2:12][C:7]([C:1]3[CH:2]=[CH:3][CH:4]=[CH:5][CH:6]=3)([CH2:14][CH2:13]1)[CH2:8][CH2:9]2)=[O:16]. The yield is 0.550. (5) The reactants are [Br:1][C:2]1[C:7]2[O:8][CH2:9][O:10][C:6]=2[CH:5]=[C:4]([CH:11](O)[CH:12]([CH3:14])[CH3:13])[CH:3]=1.C([SiH](CC)CC)C.FC(F)(F)C(O)=O.O. The catalyst is ClCCl. The product is [Br:1][C:2]1[C:7]2[O:8][CH2:9][O:10][C:6]=2[CH:5]=[C:4]([CH2:11][CH:12]([CH3:14])[CH3:13])[CH:3]=1. The yield is 0.520. (6) The reactants are [C:1]([C:3]1[C:4]([I:17])=[C:5]([C:12]([O:14][CH2:15][CH3:16])=[O:13])[S:6][C:7]=1S(C)(=O)=O)#[N:2].[CH3:18][O:19][C:20]1[CH:27]=[C:26]([O:28][CH3:29])[CH:25]=[CH:24][C:21]=1[CH2:22][NH2:23]. The catalyst is O1CCCC1. The product is [C:1]([C:3]1[C:4]([I:17])=[C:5]([C:12]([O:14][CH2:15][CH3:16])=[O:13])[S:6][C:7]=1[NH:23][CH2:22][C:21]1[CH:24]=[CH:25][C:26]([O:28][CH3:29])=[CH:27][C:20]=1[O:19][CH3:18])#[N:2]. The yield is 0.810.